This data is from Forward reaction prediction with 1.9M reactions from USPTO patents (1976-2016). The task is: Predict the product of the given reaction. (1) Given the reactants Cl.[CH3:2][N:3]([CH3:19])[C:4]1([C:14]2[S:15][CH:16]=[CH:17][CH:18]=2)[CH2:13][CH2:12][C:7]2(OCC[O:8]2)[CH2:6][CH2:5]1, predict the reaction product. The product is: [CH3:2][N:3]([CH3:19])[C:4]1([C:14]2[S:15][CH:16]=[CH:17][CH:18]=2)[CH2:13][CH2:12][C:7](=[O:8])[CH2:6][CH2:5]1. (2) Given the reactants Br[C:2]1[CH:7]=[CH:6][C:5]([Cl:8])=[C:4]([CH2:9][C:10]2[CH:15]=[CH:14][C:13]([O:16][CH2:17][CH2:18][O:19][CH:20]3[CH2:23][CH2:22][CH2:21]3)=[CH:12][CH:11]=2)[CH:3]=1.[Li]CCCC.C[Si](C)(C)[O:31][C@@H:32]1[C@@H:37]([O:38][Si](C)(C)C)[C@H:36]([O:43][Si](C)(C)C)[C@@H:35]([CH2:48][O:49][Si](C)(C)C)[O:34][C:33]1=O.C([SiH](CC)CC)C.B(F)(F)F.CCOCC, predict the reaction product. The product is: [Cl:8][C:5]1[CH:6]=[CH:7][C:2]([C@H:33]2[C@H:32]([OH:31])[C@@H:37]([OH:38])[C@H:36]([OH:43])[C@@H:35]([CH2:48][OH:49])[O:34]2)=[CH:3][C:4]=1[CH2:9][C:10]1[CH:15]=[CH:14][C:13]([O:16][CH2:17][CH2:18][O:19][CH:20]2[CH2:23][CH2:22][CH2:21]2)=[CH:12][CH:11]=1. (3) Given the reactants [CH:1]1([N:4]([CH:26]2[CH2:28][CH2:27]2)[C:5]([C:7]2[N:23]([CH2:24][CH3:25])[C:10]3=[N:11][C:12]([NH:19][C:20]([NH2:22])=[S:21])=[C:13]4[N:17]=[CH:16][N:15]([CH3:18])[C:14]4=[C:9]3[CH:8]=2)=[O:6])[CH2:3][CH2:2]1.Br[CH2:30][C:31](=O)[CH2:32][F:33], predict the reaction product. The product is: [CH:26]1([N:4]([CH:1]2[CH2:2][CH2:3]2)[C:5]([C:7]2[N:23]([CH2:24][CH3:25])[C:10]3=[N:11][C:12]([NH:19][C:20]4[S:21][CH:30]=[C:31]([CH2:32][F:33])[N:22]=4)=[C:13]4[N:17]=[CH:16][N:15]([CH3:18])[C:14]4=[C:9]3[CH:8]=2)=[O:6])[CH2:27][CH2:28]1. (4) Given the reactants [Cl:1][C:2]1[N:3]=[CH:4][C:5]([F:13])=[C:6]2[C:11]=1[N:10]=[CH:9][C:8]([OH:12])=[CH:7]2.C1(P(C2C=CC=CC=2)C2C=CC=CC=2)C=CC=CC=1.[O:33]1[CH:37]=[CH:36][N:35]=[C:34]1[CH2:38]O.N(C(OC(C)C)=O)=NC(OC(C)C)=O, predict the reaction product. The product is: [Cl:1][C:2]1[N:3]=[CH:4][C:5]([F:13])=[C:6]2[C:11]=1[N:10]=[CH:9][C:8]([O:12][CH2:38][C:34]1[O:33][CH:37]=[CH:36][N:35]=1)=[CH:7]2. (5) Given the reactants [F:1][C:2]1[C:3]([O:20][CH3:21])=[C:4]([C@H:8]([CH2:18][CH3:19])[CH2:9][C@:10]([OH:17])([C:13]([F:16])([F:15])[F:14])[CH:11]=O)[CH:5]=[CH:6][CH:7]=1.[NH2:22][C:23]1[CH:32]=[CH:31][CH:30]=[C:29]2[C:24]=1[CH:25]=[N:26][C:27]([CH3:33])=[N:28]2.O, predict the reaction product. The product is: [F:1][C:2]1[C:3]([O:20][CH3:21])=[C:4]([C@H:8]([CH2:18][CH3:19])[CH2:9][C@@:10]([C:13]([F:14])([F:15])[F:16])([OH:17])[CH:11]=[N:22][C:23]2[CH:32]=[CH:31][CH:30]=[C:29]3[C:24]=2[CH:25]=[N:26][C:27]([CH3:33])=[N:28]3)[CH:5]=[CH:6][CH:7]=1. (6) Given the reactants [CH3:1][O:2][C:3]1[CH:4]=[C:5]([C:11]2[C:16]([C:17]3[C:22]([F:23])=[CH:21][C:20]([F:24])=[CH:19][C:18]=3[F:25])=[C:15]([CH3:26])[N:14]=[N:13][C:12]=2[C:27](=[O:29])[CH3:28])[CH:6]=[C:7]([O:9][CH3:10])[CH:8]=1.[CH3:30][Mg]Cl, predict the reaction product. The product is: [CH3:10][O:9][C:7]1[CH:6]=[C:5]([C:11]2[C:16]([C:17]3[C:18]([F:25])=[CH:19][C:20]([F:24])=[CH:21][C:22]=3[F:23])=[C:15]([CH3:26])[N:14]=[N:13][C:12]=2[C:27]([CH3:30])([CH3:28])[OH:29])[CH:4]=[C:3]([O:2][CH3:1])[CH:8]=1.